Dataset: Reaction yield outcomes from USPTO patents with 853,638 reactions. Task: Predict the reaction yield, written as a fraction of the theoretical maximum amount of product (1.0 means a 100% yield; for example, 0.34 means a 34% yield). (1) The reactants are Cl.[F:2][C:3]1[CH:4]=[C:5]([CH:9]([NH2:11])[CH3:10])[CH:6]=[CH:7][CH:8]=1.[C:12]([O:16][C:17](O[C:17]([O:16][C:12]([CH3:15])([CH3:14])[CH3:13])=[O:18])=[O:18])([CH3:15])([CH3:14])[CH3:13]. The catalyst is C1COCC1.C([O-])(O)=O.[Na+]. The product is [C:12]([O:16][C:17](=[O:18])[NH:11][CH:9]([C:5]1[CH:6]=[CH:7][CH:8]=[C:3]([F:2])[CH:4]=1)[CH3:10])([CH3:15])([CH3:14])[CH3:13]. The yield is 0.970. (2) The reactants are [OH:1][C@H:2]1[CH2:7][CH2:6][C@@H:5]([NH:8][C:9]2[C:14]([C:15]#[N:16])=[CH:13][N:12]=[C:11](S(C)(=O)=O)[N:10]=2)[CH2:4][C:3]1([CH3:22])[CH3:21].[CH3:23][N:24]1[C:32]2[C:27](=[CH:28][CH:29]=[CH:30][CH:31]=2)[C:26]([CH2:33][CH2:34][NH2:35])=[CH:25]1.CCN(C(C)C)C(C)C. The catalyst is C1COCC1. The product is [OH:1][C@H:2]1[CH2:7][CH2:6][C@@H:5]([NH:8][C:9]2[C:14]([C:15]#[N:16])=[CH:13][N:12]=[C:11]([NH:35][CH2:34][CH2:33][C:26]3[C:27]4[C:32](=[CH:31][CH:30]=[CH:29][CH:28]=4)[N:24]([CH3:23])[CH:25]=3)[N:10]=2)[CH2:4][C:3]1([CH3:22])[CH3:21]. The yield is 0.150. (3) The reactants are [CH3:1][C:2]1[CH:11]=[CH:10][CH:9]=[C:8]2[C:3]=1[C:4](=[O:17])[C:5]([C:12]([O:14]CC)=[O:13])=[CH:6][NH:7]2.[OH-].[Na+].Cl. No catalyst specified. The product is [CH3:1][C:2]1[CH:11]=[CH:10][CH:9]=[C:8]2[C:3]=1[C:4](=[O:17])[C:5]([C:12]([OH:14])=[O:13])=[CH:6][NH:7]2. The yield is 0.340. (4) The catalyst is C(#N)C. The product is [C:34]1([C@:19]23[CH2:21][NH:22][CH2:23][C@H:18]2[CH2:17][S:16][C:15]([NH:14][C:6](=[O:13])[C:7]2[CH:8]=[CH:9][CH:10]=[CH:11][CH:12]=2)=[N:20]3)[CH:35]=[CH:36][CH:37]=[CH:38][CH:39]=1. The yield is 0.630. The reactants are I[Si](C)(C)C.[C:6]([NH:14][C:15]1[S:16][CH2:17][C@@H:18]2[CH2:23][N:22](C(OCC3C=CC=CC=3)=O)[CH2:21][C@:19]2([C:34]2[CH:39]=[CH:38][CH:37]=[CH:36][CH:35]=2)[N:20]=1)(=[O:13])[C:7]1[CH:12]=[CH:11][CH:10]=[CH:9][CH:8]=1. (5) The reactants are [Br:1][C:2]1[S:3][C:4]([C:11]2[CH:16]=[CH:15][C:14]([C:17]([CH3:20])([CH3:19])[CH3:18])=[CH:13][CH:12]=2)=[C:5]([OH:10])[C:6]=1[C:7]([CH3:9])=O.[NH:21]([C:23](CC1C=CC(C([O-])=O)=CC=1)=[O:24])[NH2:22].[OH2:35].S([C:40]1[CH:46]=[CH:45][C:43]([CH3:44])=[CH:42][CH:41]=1)(O)(=O)=O.C(Cl)(Cl)Cl.[C:51](OCC)(=[O:53])C. The catalyst is C(O)(C)C. The product is [Br:1][C:2]1[S:3][C:4]([C:11]2[CH:16]=[CH:15][C:14]([C:17]([CH3:20])([CH3:19])[CH3:18])=[CH:13][CH:12]=2)=[C:5]([OH:10])[C:6]=1[C:7](=[N:22][NH:21][C:23]([C:40]1[CH:46]=[CH:45][C:43]([C:44]([O:53][CH3:51])=[O:35])=[CH:42][CH:41]=1)=[O:24])[CH3:9]. The yield is 0.620.